Dataset: Reaction yield outcomes from USPTO patents with 853,638 reactions. Task: Predict the reaction yield, written as a fraction of the theoretical maximum amount of product (1.0 means a 100% yield; for example, 0.34 means a 34% yield). (1) The reactants are [CH3:1][C:2]1[CH:7]=[CH:6][C:5]([S:8]([N:11]2[C:15]([C:16]3[CH:21]=[CH:20][CH:19]=[CH:18][CH:17]=3)=[CH:14][C:13]([CH:22]=O)=[CH:12]2)(=[O:10])=[O:9])=[CH:4][CH:3]=1.[Cl-].C[NH3+].[C:27]([BH3-])#[N:28].[Na+].C(=O)([O-])O.[Na+]. The catalyst is CO. The product is [CH3:27][NH:28][CH2:22][C:13]1[CH:14]=[C:15]([C:16]2[CH:17]=[CH:18][CH:19]=[CH:20][CH:21]=2)[N:11]([S:8]([C:5]2[CH:4]=[CH:3][C:2]([CH3:1])=[CH:7][CH:6]=2)(=[O:10])=[O:9])[CH:12]=1. The yield is 0.0700. (2) The reactants are [CH3:1][O:2][C:3](=[O:22])[CH:4]([NH:11][C:12](OCC1C=CC=CC=1)=[O:13])[P:5]([O:9][CH3:10])([O:7][CH3:8])=[O:6].[CH3:23]C(OC(C)=O)=O. The catalyst is CO.[Pd]. The product is [C:12]([NH:11][CH:4]([P:5]([O:9][CH3:10])([O:7][CH3:8])=[O:6])[C:3]([O:2][CH3:1])=[O:22])(=[O:13])[CH3:23]. The yield is 0.870. (3) The reactants are [Br:1][C:2]1[C:10]([S:11]([CH3:14])(=[O:13])=[O:12])=[CH:9][C:5]([C:6]([OH:8])=[O:7])=[C:4]([CH3:15])[CH:3]=1.[C:16](Cl)(=O)C. The catalyst is CO. The product is [CH3:16][O:7][C:6](=[O:8])[C:5]1[CH:9]=[C:10]([S:11]([CH3:14])(=[O:13])=[O:12])[C:2]([Br:1])=[CH:3][C:4]=1[CH3:15]. The yield is 0.870. (4) The reactants are [CH3:1][C:2]1[C:10]2[C:5](=[N:6][CH:7]=[C:8]([C:17]3[CH:22]=[CH:21][CH:20]=[CH:19][CH:18]=3)[C:9]=2[N:11]2[CH2:16][CH2:15][NH:14][CH2:13][CH2:12]2)[NH:4][CH:3]=1.[C:23]([O:27][C:28]([NH:30][C@H:31]([CH2:35][C:36]1[CH:41]=[CH:40][C:39]([Cl:42])=[CH:38][CH:37]=1)[C:32](O)=[O:33])=[O:29])([CH3:26])([CH3:25])[CH3:24].C1C=CC2N(O)N=NC=2C=1.O.CCN=C=NCCCN(C)C.CCN(C(C)C)C(C)C.C([O-])([O-])=O.[Na+].[Na+]. The catalyst is C(Cl)Cl. The product is [Cl:42][C:39]1[CH:40]=[CH:41][C:36]([CH2:35][C@@H:31]([NH:30][C:28](=[O:29])[O:27][C:23]([CH3:25])([CH3:24])[CH3:26])[C:32]([N:14]2[CH2:13][CH2:12][N:11]([C:9]3[C:8]([C:17]4[CH:18]=[CH:19][CH:20]=[CH:21][CH:22]=4)=[CH:7][N:6]=[C:5]4[NH:4][CH:3]=[C:2]([CH3:1])[C:10]=34)[CH2:16][CH2:15]2)=[O:33])=[CH:37][CH:38]=1. The yield is 0.381.